This data is from Reaction yield outcomes from USPTO patents with 853,638 reactions. The task is: Predict the reaction yield, written as a fraction of the theoretical maximum amount of product (1.0 means a 100% yield; for example, 0.34 means a 34% yield). (1) The reactants are [Cl:1][C:2]1[CH:3]=[C:4]([CH:24]=[CH:25][C:26]=1[Cl:27])[CH2:5][CH:6]1[C:15]2[C:10](=[CH:11][CH:12]=[C:13]([O:16]C)[CH:14]=2)[CH2:9][CH2:8][CH:7]1[NH:18][C:19](=[O:23])[O:20][CH2:21][CH3:22].B(Br)(Br)Br. The catalyst is C(Cl)Cl. The product is [Cl:1][C:2]1[CH:3]=[C:4]([CH:24]=[CH:25][C:26]=1[Cl:27])[CH2:5][CH:6]1[C:15]2[C:10](=[CH:11][CH:12]=[C:13]([OH:16])[CH:14]=2)[CH2:9][CH2:8][CH:7]1[NH:18][C:19](=[O:23])[O:20][CH2:21][CH3:22]. The yield is 1.00. (2) The reactants are [Cl:1][C:2]1[CH:3]=[C:4]([N:8]2[N:12]=[N:11][C:10]([CH:13]=[O:14])=[N:9]2)[CH:5]=[CH:6][CH:7]=1.[BH4-].[Li+]. The catalyst is C1COCC1. The product is [Cl:1][C:2]1[CH:3]=[C:4]([N:8]2[N:12]=[N:11][C:10]([CH2:13][OH:14])=[N:9]2)[CH:5]=[CH:6][CH:7]=1. The yield is 1.06.